The task is: Predict the reaction yield, written as a fraction of the theoretical maximum amount of product (1.0 means a 100% yield; for example, 0.34 means a 34% yield).. This data is from Reaction yield outcomes from USPTO patents with 853,638 reactions. (1) The reactants are [C:1]([C:5]1[CH:28]=[CH:27][CH:26]=[CH:25][C:6]=1[O:7][CH2:8][CH2:9][N:10]([CH3:24])[C:11](=[O:23])[NH:12][C:13]1[CH:22]=[CH:21][CH:20]=[CH:19][C:14]=1[C:15]([O:17]C)=[O:16])([CH3:4])([CH3:3])[CH3:2].O[Li].O.Cl. The catalyst is C1COCC1.O. The product is [C:1]([C:5]1[CH:28]=[CH:27][CH:26]=[CH:25][C:6]=1[O:7][CH2:8][CH2:9][N:10]([CH3:24])[C:11](=[O:23])[NH:12][C:13]1[CH:22]=[CH:21][CH:20]=[CH:19][C:14]=1[C:15]([OH:17])=[O:16])([CH3:4])([CH3:2])[CH3:3]. The yield is 0.970. (2) The reactants are [OH:1][C:2]([C@H:5]1[S:10][C:9]([NH:11]C(=O)OC(C)(C)C)=[N:8][C@:7]([CH3:31])([C:19]2[CH:24]=[CH:23][CH:22]=[C:21]([C:25]3[CH:26]=[N:27][CH:28]=[N:29][CH:30]=3)[CH:20]=2)[CH2:6]1)([CH3:4])[CH3:3].CO.[F:34]C(F)(F)C(O)=O. No catalyst specified. The product is [NH2:11][C:9]1[S:10][C@H:5]([C:2]([OH:1])([CH3:4])[CH3:3])[CH2:6][C@:7]([C:19]2[CH:24]=[CH:23][C:22]([F:34])=[C:21]([C:25]3[CH:26]=[N:27][CH:28]=[N:29][CH:30]=3)[CH:20]=2)([CH3:31])[N:8]=1. The yield is 0.675. (3) The reactants are [Cl:1][CH2:2][C:3](Cl)=O.[NH2:6][C:7]1[CH:12]=[CH:11][CH:10]=[CH:9][C:8]=1[SH:13]. The catalyst is CN(C)C=O.ClCCl. The product is [Cl:1][CH2:2][C:3]1[S:13][C:8]2[CH:9]=[CH:10][CH:11]=[CH:12][C:7]=2[N:6]=1. The yield is 0.650. (4) The reactants are [O:1]=[C:2]([CH2:20][CH3:21])[C:3](=[N:8][NH:9][C:10]1[CH:15]=[CH:14][CH:13]=[C:12]([C:16]([F:19])([F:18])[F:17])[CH:11]=1)[C:4]([O:6][CH3:7])=[O:5].[CH3:22]OC(OC)N(C)C. No catalyst specified. The product is [CH3:21][C:20]1[C:2](=[O:1])[C:3]([C:4]([O:6][CH3:7])=[O:5])=[N:8][N:9]([C:10]2[CH:15]=[CH:14][CH:13]=[C:12]([C:16]([F:17])([F:18])[F:19])[CH:11]=2)[CH:22]=1. The yield is 0.870. (5) The reactants are [OH-].[NH4+:2].[C:3]([C:10]1[S:14][C:13]([N+:15]([O-:17])=[O:16])=[C:12]([S:18](Cl)(=[O:20])=[O:19])[C:11]=1[CH2:22][NH:23][S:24]([CH3:27])(=[O:26])=[O:25])([O:5][C:6]([CH3:9])([CH3:8])[CH3:7])=[O:4]. The catalyst is C(#N)C. The product is [C:3]([C:10]1[S:14][C:13]([N+:15]([O-:17])=[O:16])=[C:12]([S:18]([NH2:2])(=[O:20])=[O:19])[C:11]=1[CH2:22][NH:23][S:24]([CH3:27])(=[O:26])=[O:25])([O:5][C:6]([CH3:9])([CH3:8])[CH3:7])=[O:4]. The yield is 0.840. (6) The reactants are Br[C:2]1[CH:7]=[CH:6][C:5]([C:8]2[CH:9]=[N:10][C:11]3[N:12]([C:14]([CH:17]([C:19]4[CH:20]=[C:21]5[C:26](=[CH:27][CH:28]=4)[N:25]=[CH:24][CH:23]=[CH:22]5)[CH3:18])=[CH:15][N:16]=3)[N:13]=2)=[CH:4][C:3]=1[F:29].C(=O)([O-])[O-].[Na+].[Na+].[CH3:36][N:37](C)C(=O)C. The catalyst is CCOC(C)=O.[C-]#N.[C-]#N.[C-]#N.[C-]#N.[C-]#N.[C-]#N.O.O.O.[K+].[K+].[K+].[K+].[Fe+2].C([O-])(=O)C.[Pd+2].C([O-])(=O)C. The product is [F:29][C:3]1[CH:4]=[C:5]([C:8]2[CH:9]=[N:10][C:11]3[N:12]([C:14]([CH:17]([C:19]4[CH:20]=[C:21]5[C:26](=[CH:27][CH:28]=4)[N:25]=[CH:24][CH:23]=[CH:22]5)[CH3:18])=[CH:15][N:16]=3)[N:13]=2)[CH:6]=[CH:7][C:2]=1[C:36]#[N:37]. The yield is 0.600.